From a dataset of Peptide-MHC class I binding affinity with 185,985 pairs from IEDB/IMGT. Regression. Given a peptide amino acid sequence and an MHC pseudo amino acid sequence, predict their binding affinity value. This is MHC class I binding data. (1) The peptide sequence is VTGFMEEEI. The MHC is HLA-A02:01 with pseudo-sequence HLA-A02:01. The binding affinity (normalized) is 0. (2) The peptide sequence is RTRGGVAAA. The MHC is HLA-A02:16 with pseudo-sequence HLA-A02:16. The binding affinity (normalized) is 0.0847. (3) The binding affinity (normalized) is 1.00. The peptide sequence is RAVEPGTVL. The MHC is HLA-B15:17 with pseudo-sequence HLA-B15:17.